Predict the reactants needed to synthesize the given product. From a dataset of Full USPTO retrosynthesis dataset with 1.9M reactions from patents (1976-2016). (1) Given the product [C:1]([O:5][C:6]([N:8]([CH3:28])[C@H:9]([CH2:13][C:14]1[C:23]2[C:18](=[CH:19][CH:20]=[CH:21][CH:22]=2)[CH:17]=[CH:16][CH:15]=1)[C:10]([OH:12])=[O:11])=[O:7])([CH3:4])([CH3:2])[CH3:3], predict the reactants needed to synthesize it. The reactants are: [C:1]([O:5][C:6]([NH:8][CH:9]([CH2:13][C:14]1[C:23]2[C:18](=[CH:19][CH:20]=[CH:21][CH:22]=2)[CH:17]=[CH:16][CH:15]=1)[C:10]([OH:12])=[O:11])=[O:7])([CH3:4])([CH3:3])[CH3:2].IC.[H-].[Na+].[C:28](OCC)(=O)C. (2) Given the product [Br:15][C:12]1[N:11]([CH3:13])[CH:10]=[N:9][C:8]=1[C:5]1[CH:6]=[CH:7][C:2]([F:1])=[C:3]([CH3:14])[CH:4]=1, predict the reactants needed to synthesize it. The reactants are: [F:1][C:2]1[CH:7]=[CH:6][C:5]([C:8]2[N:9]=[CH:10][N:11]([CH3:13])[CH:12]=2)=[CH:4][C:3]=1[CH3:14].[Br:15]N1C(=O)CCC1=O. (3) Given the product [C:16]([C:20]1[N:25]=[C:24]([N:26]2[CH2:31][CH2:30][N:29]([CH2:32][CH2:33][CH2:34][CH2:35][NH:36][C:13]([CH:10]3[CH2:9][CH2:8][N:7]([C:1]4[CH:2]=[CH:3][CH:4]=[CH:5][CH:6]=4)[CH2:12][CH2:11]3)=[O:15])[CH2:28][CH2:27]2)[CH:23]=[C:22]([C:37]([F:39])([F:40])[F:38])[N:21]=1)([CH3:19])([CH3:17])[CH3:18], predict the reactants needed to synthesize it. The reactants are: [C:1]1([N:7]2[CH2:12][CH2:11][CH:10]([C:13]([OH:15])=O)[CH2:9][CH2:8]2)[CH:6]=[CH:5][CH:4]=[CH:3][CH:2]=1.[C:16]([C:20]1[N:25]=[C:24]([N:26]2[CH2:31][CH2:30][N:29]([CH2:32][CH2:33][CH2:34][CH2:35][NH2:36])[CH2:28][CH2:27]2)[CH:23]=[C:22]([C:37]([F:40])([F:39])[F:38])[N:21]=1)([CH3:19])([CH3:18])[CH3:17]. (4) Given the product [NH2:17][C:18]1[C:27]2[N:26]=[CH:25][C:24]([CH2:28][CH2:29][C:30]3[CH:37]=[CH:36][C:33](/[CH:34]=[CH:11]/[C:12]([O:14][CH2:15][CH3:16])=[O:13])=[CH:32][C:31]=3[CH3:38])=[CH:23][C:22]=2[C:21]2[CH:39]=[CH:40][C:41]([CH3:43])=[CH:42][C:20]=2[N:19]=1, predict the reactants needed to synthesize it. The reactants are: [H-].[Na+].C(OP([CH2:11][C:12]([O:14][CH2:15][CH3:16])=[O:13])(OCC)=O)C.[NH2:17][C:18]1[C:27]2[N:26]=[CH:25][C:24]([CH2:28][CH2:29][C:30]3[CH:37]=[CH:36][C:33]([CH:34]=O)=[CH:32][C:31]=3[CH3:38])=[CH:23][C:22]=2[C:21]2[CH:39]=[CH:40][C:41]([CH3:43])=[CH:42][C:20]=2[N:19]=1. (5) Given the product [C:26]1([P:19](=[N:1][CH:4]2[CH:8]([O:9][CH2:10][CH3:11])[O:7][C:6](=[O:12])[CH2:5]2)([C:13]2[CH:14]=[CH:15][CH:16]=[CH:17][CH:18]=2)[C:20]2[CH:25]=[CH:24][CH:23]=[CH:22][CH:21]=2)[CH:27]=[CH:28][CH:29]=[CH:30][CH:31]=1, predict the reactants needed to synthesize it. The reactants are: [N:1]([CH:4]1[CH:8]([O:9][CH2:10][CH3:11])[O:7][C:6](=[O:12])[CH2:5]1)=[N+]=[N-].[C:13]1([P:19]([C:26]2[CH:31]=[CH:30][CH:29]=[CH:28][CH:27]=2)[C:20]2[CH:25]=[CH:24][CH:23]=[CH:22][CH:21]=2)[CH:18]=[CH:17][CH:16]=[CH:15][CH:14]=1. (6) Given the product [F:27][C:26]([F:28])([F:29])[C:25]([C:22]1[CH:21]=[CH:20][C:19]([O:18][CH:7]([C:1]2[CH:6]=[CH:5][CH:4]=[CH:3][CH:2]=2)[CH2:8][O:9][C:10]2[CH:17]=[CH:16][C:13]([CH2:14][OH:15])=[CH:12][CH:11]=2)=[CH:24][CH:23]=1)([OH:34])[C:30]([F:31])([F:33])[F:32], predict the reactants needed to synthesize it. The reactants are: [C:1]1([CH:7]([O:18][C:19]2[CH:24]=[CH:23][C:22]([C:25]([OH:34])([C:30]([F:33])([F:32])[F:31])[C:26]([F:29])([F:28])[F:27])=[CH:21][CH:20]=2)[CH2:8][O:9][C:10]2[CH:17]=[CH:16][C:13]([CH:14]=[O:15])=[CH:12][CH:11]=2)[CH:6]=[CH:5][CH:4]=[CH:3][CH:2]=1.C1COCC1.CCO.[BH4-].[Na+].O. (7) Given the product [Cl:1][CH2:2][C:3]([NH:9][CH2:8][C:7]([F:11])([F:10])[F:6])=[O:4], predict the reactants needed to synthesize it. The reactants are: [Cl:1][CH2:2][C:3](Cl)=[O:4].[F:6][C:7]([F:11])([F:10])[CH2:8][NH2:9].C(=O)([O-])[O-].[K+].[K+].CO.